This data is from Full USPTO retrosynthesis dataset with 1.9M reactions from patents (1976-2016). The task is: Predict the reactants needed to synthesize the given product. (1) Given the product [C:22]([O:13][C:14]1[CH:21]=[CH:20][CH:19]=[CH:18][C:15]=1/[CH:16]=[C:1](/[C:3]1[CH:12]=[CH:11][C:10]2[C:5](=[CH:6][CH:7]=[CH:8][CH:9]=2)[N:4]=1)\[CH3:2])(=[O:24])[CH3:23], predict the reactants needed to synthesize it. The reactants are: [CH2:1]([C:3]1[CH:12]=[CH:11][C:10]2[C:5](=[CH:6][CH:7]=[CH:8][CH:9]=2)[N:4]=1)[CH3:2].[OH:13][C:14]1[CH:21]=[CH:20][CH:19]=[CH:18][C:15]=1[CH:16]=O.[C:22](OC(=O)C)(=[O:24])[CH3:23]. (2) Given the product [CH2:17]([O:15][C:13]([C:12]1[NH:11][C:7]2[CH:6]=[CH:5][N:4]=[CH:3][C:8]=2[C:9]=1[NH2:10])=[O:14])[CH3:18], predict the reactants needed to synthesize it. The reactants are: CC[C:3]1[C:8]([C:9]#[N:10])=[C:7]([NH:11][CH2:12][C:13]([OH:15])=[O:14])[CH:6]=[CH:5][N:4]=1.[O-][CH2:17][CH3:18].[Na+].